Task: Predict the product of the given reaction.. Dataset: Forward reaction prediction with 1.9M reactions from USPTO patents (1976-2016) The product is: [C:52]([O:51][C:49]([N:41]([C:42]([O:44][C:45]([CH3:46])([CH3:47])[CH3:48])=[O:43])[C:37]1[C:38]2[C:33](=[CH:32][C:31]([NH:30][CH:58]([C:23]3[CH:24]=[CH:25][C:20]([CH2:19][CH2:18][O:17][C:15](=[O:16])[NH:14][C:5]4[CH:6]=[CH:7][C:8]([S:9]([CH2:12][CH3:13])(=[O:11])=[O:10])=[C:3]([C:1]#[N:2])[CH:4]=4)=[C:21]([CH3:29])[CH:22]=3)[C:57]([OH:61])=[O:60])=[CH:40][CH:39]=2)[CH:34]=[CH:35][N:36]=1)=[O:50])([CH3:55])([CH3:54])[CH3:53]. Given the reactants [C:1]([C:3]1[CH:4]=[C:5]([NH:14][C:15]([O:17][CH2:18][CH2:19][C:20]2[CH:25]=[CH:24][C:23](B(O)O)=[CH:22][C:21]=2[CH3:29])=[O:16])[CH:6]=[CH:7][C:8]=1[S:9]([CH2:12][CH3:13])(=[O:11])=[O:10])#[N:2].[NH2:30][C:31]1[CH:32]=[C:33]2[C:38](=[CH:39][CH:40]=1)[C:37]([N:41]([C:49]([O:51][C:52]([CH3:55])([CH3:54])[CH3:53])=[O:50])[C:42]([O:44][C:45]([CH3:48])([CH3:47])[CH3:46])=[O:43])=[N:36][CH:35]=[CH:34]2.O.[C:57]([OH:61])(=[O:60])[CH:58]=O, predict the reaction product.